Dataset: Full USPTO retrosynthesis dataset with 1.9M reactions from patents (1976-2016). Task: Predict the reactants needed to synthesize the given product. (1) Given the product [CH3:41][N:42]([CH3:43])[CH2:6][C:7]#[C:8][C:9]1[CH:14]=[C:13]([F:15])[CH:12]=[CH:11][C:10]=1[CH2:16][NH:17][C:18]([C:20]1[N:21]=[C:22]2[N:27]([C:28](=[O:38])[C:29]=1[O:30][CH2:31][C:32]1[CH:37]=[CH:36][CH:35]=[CH:34][CH:33]=1)[CH2:26][CH2:25][O:24][C:23]2([CH3:39])[CH3:40])=[O:19], predict the reactants needed to synthesize it. The reactants are: CS(O[CH2:6][C:7]#[C:8][C:9]1[CH:14]=[C:13]([F:15])[CH:12]=[CH:11][C:10]=1[CH2:16][NH:17][C:18]([C:20]1[N:21]=[C:22]2[N:27]([C:28](=[O:38])[C:29]=1[O:30][CH2:31][C:32]1[CH:37]=[CH:36][CH:35]=[CH:34][CH:33]=1)[CH2:26][CH2:25][O:24][C:23]2([CH3:40])[CH3:39])=[O:19])(=O)=O.[CH3:41][NH:42][CH3:43]. (2) Given the product [Br:15][C:8]1[CH:7]=[C:6]([N:1]2[CH2:5][CH2:4][CH2:3][CH2:2]2)[N:11]=[N:10][CH:9]=1, predict the reactants needed to synthesize it. The reactants are: [N:1]1([C:6]2[N:11]=[N:10][CH:9]=[C:8](O)[CH:7]=2)[CH2:5][CH2:4][CH2:3][CH2:2]1.P(Br)(Br)([Br:15])=O.CN(C=O)C.[OH-].[Na+].